From a dataset of Forward reaction prediction with 1.9M reactions from USPTO patents (1976-2016). Predict the product of the given reaction. (1) Given the reactants Cl[C:2](=[O:9])[CH2:3][CH2:4][C:5]([O:7][CH3:8])=[O:6].[NH2:10][C:11]1[N:12]=[C:13]([N:19]2[CH2:24][CH2:23][CH:22]([OH:25])[CH2:21][CH2:20]2)[S:14][C:15]=1[C:16]([NH2:18])=[O:17], predict the reaction product. The product is: [C:2]([O:25][CH:22]1[CH2:21][CH2:20][N:19]([C:13]2[S:14][C:15]3[C:16](=[O:17])[NH:18][C:2]([CH2:3][CH2:4][C:5]([O:7][CH3:8])=[O:6])=[N:10][C:11]=3[N:12]=2)[CH2:24][CH2:23]1)(=[O:9])[CH2:3][CH2:4][C:5]([O:7][CH3:8])=[O:6]. (2) Given the reactants [CH:1]([C:4]1[O:8][N:7]=[C:6]([CH2:9][OH:10])[CH:5]=1)([CH3:3])[CH3:2].[C:11]1([CH3:21])[CH:16]=[CH:15][C:14]([S:17](Cl)(=[O:19])=[O:18])=[CH:13][CH:12]=1.O, predict the reaction product. The product is: [C:11]1([CH3:21])[CH:16]=[CH:15][C:14]([S:17]([O:10][CH2:9][C:6]2[CH:5]=[C:4]([CH:1]([CH3:3])[CH3:2])[O:8][N:7]=2)(=[O:19])=[O:18])=[CH:13][CH:12]=1. (3) Given the reactants [F:1][C:2]([F:9])([F:8])[C:3](=O)[CH2:4][C:5]#[N:6].[Cl:10][C:11]1[C:12]([O:19][CH3:20])=[C:13]([NH:17][NH2:18])[CH:14]=[CH:15][CH:16]=1, predict the reaction product. The product is: [Cl:10][C:11]1[C:12]([O:19][CH3:20])=[C:13]([N:17]2[C:5]([NH2:6])=[CH:4][C:3]([C:2]([F:9])([F:8])[F:1])=[N:18]2)[CH:14]=[CH:15][CH:16]=1. (4) Given the reactants [C:1]1([S:7][CH2:8][C:9]2[CH:17]=[CH:16][C:12]([C:13](O)=[O:14])=[CH:11][CH:10]=2)[CH:6]=[CH:5][CH:4]=[CH:3][CH:2]=1.CN(C)C=O.C(Cl)(=O)C([Cl:26])=O, predict the reaction product. The product is: [C:1]1([S:7][CH2:8][C:9]2[CH:17]=[CH:16][C:12]([C:13]([Cl:26])=[O:14])=[CH:11][CH:10]=2)[CH:6]=[CH:5][CH:4]=[CH:3][CH:2]=1. (5) The product is: [C:16]([O:20][C:21]([N:23]1[CH2:28][CH2:27][C:26]2[N:29]=[C:30]([NH:32][C:7]([O:9][C:10]3[CH:15]=[CH:14][CH:13]=[CH:12][CH:11]=3)=[O:8])[S:31][C:25]=2[CH2:24]1)=[O:22])([CH3:19])([CH3:17])[CH3:18]. Given the reactants C(=O)([O-])[O-].[Ca+2].Cl[C:7]([O:9][C:10]1[CH:15]=[CH:14][CH:13]=[CH:12][CH:11]=1)=[O:8].[C:16]([O:20][C:21]([N:23]1[CH2:28][CH2:27][C:26]2[N:29]=[C:30]([NH2:32])[S:31][C:25]=2[CH2:24]1)=[O:22])([CH3:19])([CH3:18])[CH3:17], predict the reaction product.